Dataset: Full USPTO retrosynthesis dataset with 1.9M reactions from patents (1976-2016). Task: Predict the reactants needed to synthesize the given product. (1) Given the product [Cl:27][C:13]1[C:12](=[O:28])[N:11]([CH2:10][C:7]2[CH:8]=[CH:9][C:4]([C:3]([NH2:30])=[O:2])=[CH:5][CH:6]=2)[CH:16]=[CH:15][C:14]=1[O:17][CH2:18][C:19]1[CH:24]=[CH:23][C:22]([F:25])=[CH:21][C:20]=1[F:26], predict the reactants needed to synthesize it. The reactants are: C[O:2][C:3](=O)[C:4]1[CH:9]=[CH:8][C:7]([CH2:10][N:11]2[CH:16]=[CH:15][C:14]([O:17][CH2:18][C:19]3[CH:24]=[CH:23][C:22]([F:25])=[CH:21][C:20]=3[F:26])=[C:13]([Cl:27])[C:12]2=[O:28])=[CH:6][CH:5]=1.[NH3:30]. (2) The reactants are: [Cl:1][C:2]1[CH:7]=[CH:6][C:5]([C:8]2[N:12]([C:13]3[CH:18]=[CH:17][CH:16]=[CH:15][C:14]=3[O:19][CH3:20])[NH:11][C:10](=[O:21])[CH:9]=2)=[CH:4][CH:3]=1.CS(O[CH:27]1[CH2:30][N:29]([C:31]([O:33][C:34]([CH3:37])([CH3:36])[CH3:35])=[O:32])[CH2:28]1)(=O)=O.C(=O)([O-])[O-].[Cs+].[Cs+]. Given the product [C:34]([O:33][C:31]([N:29]1[CH2:30][CH:27]([O:21][C:10]2[CH:9]=[C:8]([C:5]3[CH:4]=[CH:3][C:2]([Cl:1])=[CH:7][CH:6]=3)[N:12]([C:13]3[CH:18]=[CH:17][CH:16]=[CH:15][C:14]=3[O:19][CH3:20])[N:11]=2)[CH2:28]1)=[O:32])([CH3:37])([CH3:35])[CH3:36], predict the reactants needed to synthesize it. (3) Given the product [CH3:22][C:23]1[CH:28]=[CH:27][C:26]([C:29]2[O:30][C:31]([CH3:34])=[N:32][N:33]=2)=[CH:25][C:24]=1[C:35]1[CH:40]=[CH:39][C:38]([C:41]([NH:54][CH2:53][C:50]2[CH:51]=[CH:52][C:47]([C:46]([NH:45][CH3:44])=[O:6])=[CH:48][CH:49]=2)=[O:42])=[CH:37][CH:36]=1, predict the reactants needed to synthesize it. The reactants are: CC1[O:6]C(C2C=C(C(N)=O)C=CC=2C2C=CC=CC=2)=NN=1.[CH3:22][C:23]1[CH:28]=[CH:27][C:26]([C:29]2[O:30][C:31]([CH3:34])=[N:32][N:33]=2)=[CH:25][C:24]=1[C:35]1[CH:40]=[CH:39][C:38]([C:41](O)=[O:42])=[CH:37][CH:36]=1.[CH3:44][N-:45][CH2:46][C:47]1[CH:52]=[CH:51][C:50]([CH2:53][NH2:54])=[CH:49][CH:48]=1. (4) Given the product [Br:8][C:4]1[CH:3]=[C:2]([C:16]2[C:11]([O:10][CH3:9])=[N:12][CH:13]=[CH:14][CH:15]=2)[CH:7]=[CH:6][CH:5]=1, predict the reactants needed to synthesize it. The reactants are: Br[C:2]1[CH:7]=[CH:6][CH:5]=[C:4]([Br:8])[CH:3]=1.[CH3:9][O:10][C:11]1[C:16](B(O)O)=[CH:15][CH:14]=[CH:13][N:12]=1. (5) Given the product [CH:8]1([N:13]2[C:18]3=[N:19][C:20]([NH:23][C:24]4[CH:25]=[CH:26][C:27]([N:30]5[CH:34]=[CH:33][CH:32]=[N:31]5)=[CH:28][CH:29]=4)=[N:21][CH:22]=[C:17]3[CH:16]=[N:15][C:14]2=[O:35])[CH2:9][CH2:10][CH2:11][CH2:12]1, predict the reactants needed to synthesize it. The reactants are: FC(F)(F)C([O-])=O.[CH:8]1([N:13]2[C:18]3=[N:19][C:20]([NH:23][C:24]4[CH:29]=[CH:28][C:27]([N:30]5[CH:34]=[CH:33][CH:32]=[N:31]5)=[CH:26][CH:25]=4)=[N:21][CH:22]=[C:17]3[CH2:16][NH:15][C:14]2=[O:35])[CH2:12][CH2:11][CH2:10][CH2:9]1.CC(C)([O-])C.[K+].